From a dataset of Forward reaction prediction with 1.9M reactions from USPTO patents (1976-2016). Predict the product of the given reaction. (1) The product is: [C:4]([O-:6])(=[O:5])[CH2:3][C@:2]([CH2:7][CH2:8][OH:9])([CH3:1])[OH:58].[CH:91]1[CH:90]=[N+:89]([C@H:87]2[O:88][C@@H:84]([CH2:83][O:82][P:79]([O:78][P:75]([O:74][CH2:73][C@H:71]3[O:72][C@@H:68]([N:65]4[C:63]5[N:64]=[CH:59][N:60]=[C:61]([NH2:106])[C:62]=5[N:67]=[CH:66]4)[C@H:69]([O:101][P:102]([OH:104])([OH:105])=[O:103])[C@@H:70]3[OH:100])([OH:77])=[O:76])([O-:81])=[O:80])[C@H:85]([OH:99])[C@@H:86]2[OH:98])[CH:94]=[C:93]([C:95]([NH2:97])=[O:96])[CH:92]=1.[CH3:24][C:22]([C@@H:21]([OH:57])[C:19]([NH:18][CH2:17][CH2:16][C:14]([NH:13][CH2:12][CH2:11][SH:10])=[O:15])=[O:20])([CH2:25][O:26][P:27]([O:30][P:31]([O:34][CH2:35][C@H:36]1[O:40][C@@H:39]([N:41]2[C:45]3[N:46]=[CH:47][N:48]=[C:49]([NH2:50])[C:44]=3[N:43]=[CH:42]2)[C@H:38]([OH:51])[C@@H:37]1[O:52][P:53]([OH:56])([OH:55])=[O:54])([OH:33])=[O:32])([OH:29])=[O:28])[CH3:23]. Given the reactants [CH3:1][C@@:2]([OH:58])([CH2:7][C:8]([S:10][CH2:11][CH2:12][NH:13][C:14]([CH2:16][CH2:17][NH:18][C:19]([C@H:21]([OH:57])[C:22]([CH2:25][O:26][P:27]([O:30][P:31]([O:34][CH2:35][C@H:36]1[O:40][C@@H:39]([N:41]2[C:45]3[N:46]=[CH:47][N:48]=[C:49]([NH2:50])[C:44]=3[N:43]=[CH:42]2)[C@H:38]([OH:51])[C@@H:37]1[O:52][P:53]([OH:56])([OH:55])=[O:54])([OH:33])=[O:32])([OH:29])=[O:28])([CH3:24])[CH3:23])=[O:20])=[O:15])=[O:9])[CH2:3][C:4]([OH:6])=[O:5].[CH:59]1[N:60]=[C:61]([NH2:106])[C:62]2[N:67]=[CH:66][N:65]([C@@H:68]3[O:72][C@H:71]([CH2:73][O:74][P:75]([O:78][P:79]([O:82][CH2:83][C@H:84]4[O:88][C@@H:87]([N:89]5[CH:94]=[C:93]([C:95]([NH2:97])=[O:96])[CH2:92][CH:91]=[CH:90]5)[C@H:86]([OH:98])[C@@H:85]4[OH:99])([OH:81])=[O:80])([OH:77])=[O:76])[C@@H:70]([OH:100])[C@H:69]3[O:101][P:102]([OH:105])([OH:104])=[O:103])[C:63]=2[N:64]=1, predict the reaction product. (2) Given the reactants [CH:1]1([N:7]([CH:24]2[CH2:29][CH2:28][CH2:27][CH2:26][CH2:25]2)[C:8](=[O:23])[NH:9][C:10]2[S:11][C:12]([S:15]([NH:18][CH2:19][C:20]([OH:22])=[O:21])(=[O:17])=[O:16])=[CH:13][N:14]=2)[CH2:6][CH2:5][CH2:4][CH2:3][CH2:2]1.[CH:30]1(NC2CCCCC2)CCCCC1.COC(=O)CN(S(C1SC(N)=NC=1)(=O)=O)C, predict the reaction product. The product is: [CH:24]1([N:7]([CH:1]2[CH2:2][CH2:3][CH2:4][CH2:5][CH2:6]2)[C:8](=[O:23])[NH:9][C:10]2[S:11][C:12]([S:15]([N:18]([CH2:19][C:20]([OH:22])=[O:21])[CH3:30])(=[O:16])=[O:17])=[CH:13][N:14]=2)[CH2:29][CH2:28][CH2:27][CH2:26][CH2:25]1. (3) Given the reactants [F:1][C:2]1[CH:3]=[C:4]([CH3:8])[CH:5]=[CH:6][CH:7]=1.C([Li])CCC.CN(CCN(CCN(C)C)C)C.CN(C)[CH:28]=[O:29], predict the reaction product. The product is: [F:1][C:2]1[CH:3]=[C:4]([CH3:8])[CH:5]=[CH:6][C:7]=1[CH:28]=[O:29]. (4) Given the reactants C(OC([N:8]1[CH2:11][C:10]2([CH2:15][CH2:14][N:13]([C:16]3[CH:21]=[CH:20][C:19]([N:22]4[CH2:31][CH2:30][C:29]5[C:24](=[CH:25][CH:26]=[C:27]([O:32][CH2:33][C@@H:34]6[CH2:38][CH2:37][CH2:36][O:35]6)[CH:28]=5)[C:23]4=[O:39])=[CH:18][C:17]=3F)[CH2:12]2)[CH2:9]1)=O)(C)(C)C.FC(F)(F)[C:43](O)=[O:44], predict the reaction product. The product is: [CH2:9]1[C:10]2([CH2:15][CH2:14][N:13]([C:16]3[CH:21]=[CH:20][C:19]([N:22]4[CH:31]=[CH:30][C:29]5[C:24](=[CH:25][CH:26]=[C:27]([O:32][CH2:33][C@@H:34]6[CH2:38][CH2:37][CH2:36][O:35]6)[CH:28]=5)[C:23]4=[O:39])=[CH:18][C:17]=3[O:44][CH3:43])[CH2:12]2)[CH2:11][NH:8]1. (5) Given the reactants Cl[C:2]1[N:7]=[N:6][C:5]([C:8]([NH2:10])=[O:9])=[C:4]([NH:11][C:12]2[CH:17]=[CH:16][C:15]([CH3:18])=[C:14]([N:19]([CH3:21])[CH3:20])[N:13]=2)[CH:3]=1.[CH2:22]([NH2:25])[CH2:23][NH2:24], predict the reaction product. The product is: [NH2:24][CH2:23][CH2:22][NH:25][C:2]1[N:7]=[N:6][C:5]([C:8]([NH2:10])=[O:9])=[C:4]([NH:11][C:12]2[CH:17]=[CH:16][C:15]([CH3:18])=[C:14]([N:19]([CH3:21])[CH3:20])[N:13]=2)[CH:3]=1. (6) Given the reactants [Br:1][C:2]1[C:10]2[N:9]=[C:8]([CH2:11][F:12])[N:7]([CH2:13][C:14]3[CH:19]=[CH:18][CH:17]=[C:16]([C:20]([F:23])([F:22])[F:21])[C:15]=3[CH3:24])[C:6]=2[CH:5]=[C:4]([NH2:25])[CH:3]=1.[OH-].[Na+].Br[CH2:29][CH2:30][O:31][CH2:32][CH2:33]Br, predict the reaction product. The product is: [Br:1][C:2]1[C:10]2[N:9]=[C:8]([CH2:11][F:12])[N:7]([CH2:13][C:14]3[CH:19]=[CH:18][CH:17]=[C:16]([C:20]([F:23])([F:21])[F:22])[C:15]=3[CH3:24])[C:6]=2[CH:5]=[C:4]([N:25]2[CH2:33][CH2:32][O:31][CH2:30][CH2:29]2)[CH:3]=1.